Dataset: Forward reaction prediction with 1.9M reactions from USPTO patents (1976-2016). Task: Predict the product of the given reaction. (1) Given the reactants [Br:1][C:2]1[CH:7]=[CH:6][C:5]([C:8](=O)[C:9]([F:12])([F:11])[F:10])=[CH:4][CH:3]=1.C[Si]([NH-:18])(C)C.C[Si]([NH-])(C)C.[Li+].[Li+].S(C)C.[OH-].[Na+], predict the reaction product. The product is: [Br:1][C:2]1[CH:7]=[CH:6][C:5]([CH:8]([NH2:18])[C:9]([F:12])([F:11])[F:10])=[CH:4][CH:3]=1. (2) Given the reactants [CH2:1]([O:5][C:6]1[N:14]=[C:13]2[C:9]([N:10]=[C:11]([O:38]C)[N:12]2[CH2:15][C:16]2[CH:21]=[CH:20][C:19]([O:22][CH2:23][CH2:24][CH2:25][CH2:26][N:27]3[CH2:32][CH2:31][CH:30]([C:33]([O:35][CH2:36]C)=[O:34])[CH2:29][CH2:28]3)=[CH:18][CH:17]=2)=[C:8]([NH2:40])[N:7]=1)[CH2:2][CH2:3][CH3:4], predict the reaction product. The product is: [CH2:1]([O:5][C:6]1[N:14]=[C:13]2[C:9]([NH:10][C:11](=[O:38])[N:12]2[CH2:15][C:16]2[CH:17]=[CH:18][C:19]([O:22][CH2:23][CH2:24][CH2:25][CH2:26][N:27]3[CH2:28][CH2:29][CH:30]([C:33]([O:35][CH3:36])=[O:34])[CH2:31][CH2:32]3)=[CH:20][CH:21]=2)=[C:8]([NH2:40])[N:7]=1)[CH2:2][CH2:3][CH3:4]. (3) Given the reactants [F:1][C:2]1([F:17])[CH2:7][N:6]([C:8]([O:10][C:11]([CH3:14])([CH3:13])[CH3:12])=[O:9])[C@H:5]([CH2:15][OH:16])[CH2:4][CH2:3]1.CC(OI1(OC(C)=O)(OC(C)=O)OC(=O)C2C=CC=CC1=2)=O, predict the reaction product. The product is: [F:17][C:2]1([F:1])[CH2:7][N:6]([C:8]([O:10][C:11]([CH3:12])([CH3:13])[CH3:14])=[O:9])[C@H:5]([CH:15]=[O:16])[CH2:4][CH2:3]1. (4) The product is: [F:29][C:23]1[CH:24]=[C:25]([F:28])[CH:26]=[CH:27][C:22]=1[C:19]1[CH:20]=[CH:21][C:16]([C@@H:14]([N:10]2[CH2:9][CH2:8][C@@:7]([C:30]3[CH:31]=[CH:32][C:33]([F:36])=[CH:34][CH:35]=3)([CH2:6][CH2:5][O:4][CH2:1][CH2:2][OH:37])[O:12][C:11]2=[O:13])[CH3:15])=[CH:17][CH:18]=1. Given the reactants [CH2:1]([O:4][CH2:5][CH2:6][C@@:7]1([C:30]2[CH:35]=[CH:34][C:33]([F:36])=[CH:32][CH:31]=2)[O:12][C:11](=[O:13])[N:10]([C@H:14]([C:16]2[CH:21]=[CH:20][C:19]([C:22]3[CH:27]=[CH:26][C:25]([F:28])=[CH:24][C:23]=3[F:29])=[CH:18][CH:17]=2)[CH3:15])[CH2:9][CH2:8]1)[CH:2]=C.[O:37]=[O+][O-].[BH4-].[Na+], predict the reaction product. (5) Given the reactants [C:1]([O:5][C:6]([N:8]([CH2:24][CH2:25][CH2:26][F:27])[C@H:9]1[CH2:13][CH2:12][N:11](C(OCC2C=CC=CC=2)=O)[CH2:10]1)=[O:7])([CH3:4])([CH3:3])[CH3:2].C([O-])=O.[NH4+].[H][H], predict the reaction product. The product is: [F:27][CH2:26][CH2:25][CH2:24][N:8]([C@H:9]1[CH2:13][CH2:12][NH:11][CH2:10]1)[C:6](=[O:7])[O:5][C:1]([CH3:4])([CH3:3])[CH3:2]. (6) Given the reactants Cl[C:2]1[C:11]([CH3:12])=[C:10]([Cl:13])[C:9]2[C:4](=[CH:5][C:6]([F:14])=[CH:7][CH:8]=2)[N:3]=1.[CH3:15][C:16]1[CH:17]=[C:18](B(O)O)[CH:19]=[C:20]([CH3:22])[CH:21]=1.C(=O)([O-])[O-].[Na+].[Na+], predict the reaction product. The product is: [Cl:13][C:10]1[C:9]2[C:4](=[CH:5][C:6]([F:14])=[CH:7][CH:8]=2)[N:3]=[C:2]([C:18]2[CH:19]=[C:20]([CH3:22])[CH:21]=[C:16]([CH3:15])[CH:17]=2)[C:11]=1[CH3:12]. (7) Given the reactants Br([O-])(=O)=O.[Na+].[Br:6]Br.[C:8]([NH:11][C:12]1[CH:17]=[CH:16][CH:15]=[CH:14][CH:13]=1)(=[O:10])[CH3:9].Cl, predict the reaction product. The product is: [Br:6][C:15]1[CH:16]=[CH:17][C:12]([NH:11][C:8](=[O:10])[CH3:9])=[CH:13][CH:14]=1. (8) Given the reactants CS([O:5][CH:6]1[CH2:9][N:8]([CH2:10][CH2:11][C:12]2[CH:17]=[CH:16][CH:15]=[CH:14][C:13]=2[N:18]2[CH2:23][CH2:22][CH2:21][CH2:20][C:19]2=[O:24])[CH2:7]1)(=O)=O.[OH:25][C:26]1[CH:33]=[CH:32][C:29]([C:30]#[N:31])=[CH:28][CH:27]=1.[C:34]([O-:37])([O-:36])=O.[K+].[K+], predict the reaction product. The product is: [C:19]([OH:24])(=[O:25])[C:34]([OH:37])=[O:36].[O:24]=[C:19]1[CH2:20][CH2:21][CH2:22][CH2:23][N:18]1[C:13]1[CH:14]=[CH:15][CH:16]=[CH:17][C:12]=1[CH2:11][CH2:10][N:8]1[CH2:9][CH:6]([O:5][C:26]2[CH:33]=[CH:32][C:29]([C:30]#[N:31])=[CH:28][CH:27]=2)[CH2:7]1. (9) Given the reactants CC([N:5]([C@@H:9]([C:12]([NH:14][C:15]1[CH:16]=[N:17][C:18]([O:21][C:22]2[C:27]3[C:28]([CH:31]([CH3:33])[CH3:32])=[N:29][O:30][C:26]=3[CH:25]=[CH:24][CH:23]=2)=[CH:19][CH:20]=1)=[O:13])[CH2:10][CH3:11])C(=O)[O-])(C)C.C(O)(C(F)(F)F)=O, predict the reaction product. The product is: [NH2:5][C@H:9]([CH2:10][CH3:11])[C:12]([NH:14][C:15]1[CH:16]=[N:17][C:18]([O:21][C:22]2[C:27]3[C:28]([CH:31]([CH3:32])[CH3:33])=[N:29][O:30][C:26]=3[CH:25]=[CH:24][CH:23]=2)=[CH:19][CH:20]=1)=[O:13].